This data is from Peptide-MHC class I binding affinity with 185,985 pairs from IEDB/IMGT. The task is: Regression. Given a peptide amino acid sequence and an MHC pseudo amino acid sequence, predict their binding affinity value. This is MHC class I binding data. (1) The peptide sequence is GLTFKGPGA. The MHC is HLA-A02:01 with pseudo-sequence HLA-A02:01. The binding affinity (normalized) is 0.0130. (2) The peptide sequence is LLMLLPTAL. The MHC is HLA-B08:01 with pseudo-sequence HLA-B08:01. The binding affinity (normalized) is 0.828. (3) The peptide sequence is IRLRPNGKKKY. The MHC is Mamu-B08 with pseudo-sequence Mamu-B08. The binding affinity (normalized) is 0.360.